This data is from Reaction yield outcomes from USPTO patents with 853,638 reactions. The task is: Predict the reaction yield, written as a fraction of the theoretical maximum amount of product (1.0 means a 100% yield; for example, 0.34 means a 34% yield). (1) The reactants are [CH3:1][C:2]1[N:7]=[CH:6][C:5]([CH2:8][C:9]#[N:10])=[CH:4][N:3]=1.[F:11][C:12]1([F:19])[CH2:17][CH2:16][C:15](=O)[CH2:14][CH2:13]1.CC([O-])(C)C.[K+]. The catalyst is O1CCOCC1. The product is [F:11][C:12]1([F:19])[CH2:17][CH2:16][C:15](=[C:8]([C:5]2[CH:4]=[N:3][C:2]([CH3:1])=[N:7][CH:6]=2)[C:9]#[N:10])[CH2:14][CH2:13]1. The yield is 0.235. (2) The reactants are [CH3:1][NH:2][C:3]1[C:4]2[N:14]=[C:13]([NH:15][CH2:16][CH2:17][CH3:18])[N:12]=[C:11]([NH:19][CH3:20])[C:5]=2[N:6]=[C:7]([C:9]#[N:10])[N:8]=1. The catalyst is CCO.[Ni]. The product is [CH3:20][NH:19][C:11]1[C:5]2[N:6]=[C:7]([CH2:9][NH2:10])[N:8]=[C:3]([NH:2][CH3:1])[C:4]=2[N:14]=[C:13]([NH:15][CH2:16][CH2:17][CH3:18])[N:12]=1. The yield is 0.550.